From a dataset of Full USPTO retrosynthesis dataset with 1.9M reactions from patents (1976-2016). Predict the reactants needed to synthesize the given product. (1) Given the product [CH3:8][C:5]1[CH:6]=[CH:7][C:2]([N:13]2[CH:14]=[CH:15][C:11]([C:10]([F:17])([F:16])[F:9])=[N:12]2)=[N:3][CH:4]=1, predict the reactants needed to synthesize it. The reactants are: Br[C:2]1[CH:7]=[CH:6][C:5]([CH3:8])=[CH:4][N:3]=1.[F:9][C:10]([F:17])([F:16])[C:11]1[CH:15]=[CH:14][NH:13][N:12]=1.C(=O)([O-])[O-].[Cs+].[Cs+].N1C2C(=CC=C3C=2N=CC=C3)C=CC=1.C(=CC(C=CC1C=CC=CC=1)=O)C1C=CC=CC=1. (2) Given the product [CH3:28][C:24]1[CH:25]=[CH:26][CH:27]=[C:22]([CH3:21])[C:23]=1[NH:29][C:30]([NH:1][CH:2]1[CH2:7][CH2:6][N:5]([CH2:8][CH:9]([OH:20])[CH2:10][O:11][C:12]2[CH:17]=[CH:16][CH:15]=[CH:14][C:13]=2[O:18][CH3:19])[CH2:4][CH2:3]1)=[O:31], predict the reactants needed to synthesize it. The reactants are: [NH2:1][CH:2]1[CH2:7][CH2:6][N:5]([CH2:8][CH:9]([OH:20])[CH2:10][O:11][C:12]2[CH:17]=[CH:16][CH:15]=[CH:14][C:13]=2[O:18][CH3:19])[CH2:4][CH2:3]1.[CH3:21][C:22]1[CH:27]=[CH:26][CH:25]=[C:24]([CH3:28])[C:23]=1[N:29]=[C:30]=[O:31]. (3) Given the product [NH2:12][C:4]1[CH:5]=[C:6]([S:8]([CH3:11])(=[O:10])=[O:9])[CH:7]=[C:2]([Br:1])[C:3]=1[OH:15], predict the reactants needed to synthesize it. The reactants are: [Br:1][C:2]1[CH:7]=[C:6]([S:8]([CH3:11])(=[O:10])=[O:9])[CH:5]=[C:4]([N+:12]([O-])=O)[C:3]=1[OH:15].C(O)C. (4) Given the product [Cl:1][C:2]1[C:11]2[C:6](=[CH:7][CH:8]=[CH:9][CH:10]=2)[CH:5]=[C:4]([C:12]([C:21]2[CH:22]=[CH:23][C:18]([F:17])=[CH:19][CH:20]=2)=[O:14])[N:3]=1, predict the reactants needed to synthesize it. The reactants are: [Cl:1][C:2]1[C:11]2[C:6](=[CH:7][CH:8]=[CH:9][CH:10]=2)[CH:5]=[C:4]([C:12]([O:14]CC)=O)[N:3]=1.[F:17][C:18]1[CH:23]=[CH:22][C:21]([Mg]Br)=[CH:20][CH:19]=1.C(OCC)C.Cl. (5) The reactants are: [F:1][C:2]1[C:3]([O:27][CH3:28])=[C:4]([CH2:12][CH2:13][CH:14]2[CH2:19][CH2:18][N:17]([C:20]([O:22][C:23]([CH3:26])([CH3:25])[CH3:24])=[O:21])[CH2:16][CH2:15]2)[C:5]2[O:9][CH2:8][C:7](=[O:10])[C:6]=2[CH:11]=1.[NH:29]1[C:37]2[C:32](=[CH:33][CH:34]=[CH:35][CH:36]=2)[C:31]([CH:38]=O)=[N:30]1.N1CCCCC1. Given the product [NH:29]1[C:37]2[C:32](=[CH:33][CH:34]=[CH:35][CH:36]=2)[C:31](/[CH:38]=[C:8]2\[O:9][C:5]3[C:4]([CH2:12][CH2:13][CH:14]4[CH2:15][CH2:16][N:17]([C:20]([O:22][C:23]([CH3:25])([CH3:24])[CH3:26])=[O:21])[CH2:18][CH2:19]4)=[C:3]([O:27][CH3:28])[C:2]([F:1])=[CH:11][C:6]=3[C:7]\2=[O:10])=[N:30]1, predict the reactants needed to synthesize it. (6) Given the product [CH3:28][C:19]1([CH3:29])[CH2:18][C:17]2[S:16][C:15]3[C:24](=[CH:25][CH:26]=[C:13]([NH:12][S:8]([CH3:7])(=[O:10])=[O:9])[CH:14]=3)[C:23](=[O:27])[C:22]=2[CH2:21][CH2:20]1, predict the reactants needed to synthesize it. The reactants are: N1C=CC=CC=1.[CH3:7][S:8](Cl)(=[O:10])=[O:9].[NH2:12][C:13]1[CH:14]=[C:15]2[C:24](=[CH:25][CH:26]=1)[C:23](=[O:27])[C:22]1[CH2:21][CH2:20][C:19]([CH3:29])([CH3:28])[CH2:18][C:17]=1[S:16]2.Cl. (7) Given the product [C:1]([OH:13])(=[O:12])[CH2:2][C:3]([CH2:8][C:9]([OH:11])=[O:10])([C:5]([OH:7])=[O:6])[OH:4].[CH3:41][N:15]([CH3:14])[C:16]1([C:35]2[CH:40]=[CH:39][CH:38]=[CH:37][CH:36]=2)[CH2:21][CH2:20][CH:19]([NH:22][C:23]([NH:25][CH2:26][CH2:27][CH2:28][C:29]2[CH:34]=[CH:33][CH:32]=[CH:31][CH:30]=2)=[S:24])[CH2:18][CH2:17]1, predict the reactants needed to synthesize it. The reactants are: [C:1]([O-:13])(=[O:12])[CH2:2][C:3]([CH2:8][C:9]([O-:11])=[O:10])([C:5]([O-:7])=[O:6])[OH:4].[CH3:14][N:15]([CH3:41])[C:16]1([C:35]2[CH:40]=[CH:39][CH:38]=[CH:37][CH:36]=2)[CH2:21][CH2:20][CH:19]([NH:22][C:23]([NH:25][CH2:26][CH2:27][CH2:28][C:29]2[CH:34]=[CH:33][CH:32]=[CH:31][CH:30]=2)=[S:24])[CH2:18][CH2:17]1.C(O)(=O)CC(CC(O)=O)(C(O)=O)O.